This data is from Peptide-MHC class II binding affinity with 134,281 pairs from IEDB. The task is: Regression. Given a peptide amino acid sequence and an MHC pseudo amino acid sequence, predict their binding affinity value. This is MHC class II binding data. The peptide sequence is QQLLFIHFRIGCRHSRIG. The MHC is HLA-DQA10501-DQB10301 with pseudo-sequence HLA-DQA10501-DQB10301. The binding affinity (normalized) is 0.249.